From a dataset of Forward reaction prediction with 1.9M reactions from USPTO patents (1976-2016). Predict the product of the given reaction. (1) The product is: [N:1]1[CH:6]=[CH:5][CH:4]=[CH:3][C:2]=1[CH2:7][CH:9]1[C:13]2[C:7](=[CH:2][CH:3]=[CH:4][CH:5]=2)[CH:11]=[CH:10]1. Given the reactants [N:1]1[CH:6]=[CH:5][CH:4]=[CH:3][C:2]=1[CH2:7]Cl.[CH2:9]1[CH2:13]O[CH2:11][CH2:10]1, predict the reaction product. (2) The product is: [C:1]([O:5][C:6](=[O:7])[NH:8][C@@H:9]([CH2:13][C:14]1[CH:15]=[CH:16][C:17]([O:20][CH2:21][CH2:22][C@H:23]([CH:25]2[CH2:30][CH2:29][N:28]([C:31]3[O:35][N:34]=[C:33]([CH:36]([CH3:38])[CH3:37])[N:32]=3)[CH2:27][CH2:26]2)[CH3:24])=[CH:18][CH:19]=1)[C:10]([N:61]1[CH2:65][CH2:64][CH2:63][C@H:62]1[C:66](=[O:67])[NH2:68])=[O:12])([CH3:3])([CH3:2])[CH3:4]. Given the reactants [C:1]([O:5][C:6]([NH:8][C@@H:9]([CH2:13][C:14]1[CH:19]=[CH:18][C:17]([O:20][CH2:21][CH2:22][C@H:23]([CH:25]2[CH2:30][CH2:29][N:28]([C:31]3[O:35][N:34]=[C:33]([CH:36]([CH3:38])[CH3:37])[N:32]=3)[CH2:27][CH2:26]2)[CH3:24])=[CH:16][CH:15]=1)[C:10]([OH:12])=O)=[O:7])([CH3:4])([CH3:3])[CH3:2].C1C=CC2N(O)N=NC=2C=1.O.CCN=C=NCCCN(C)C.[NH:61]1[CH2:65][CH2:64][CH2:63][C@H:62]1[C:66]([NH2:68])=[O:67], predict the reaction product. (3) Given the reactants [Br:1][C:2]1[CH:7]=[CH:6][C:5]([C:8](=[O:10])[CH3:9])=[CH:4][CH:3]=1.I[CH2:12]I.C[Li], predict the reaction product. The product is: [Br:1][C:2]1[CH:7]=[CH:6][C:5]([C:8]2([CH3:12])[CH2:9][O:10]2)=[CH:4][CH:3]=1. (4) Given the reactants [CH2:1]([O:3][C:4]1[C:5]([C:11]([OH:13])=[O:12])=[N:6][C:7]([CH3:10])=[CH:8][CH:9]=1)[CH3:2].[Cl:14][C:15]1[N:19]2[CH:20]=[CH:21][CH:22]=[C:23]([CH3:24])[C:18]2=[N:17][C:16]=1[CH2:25][C@@H:26]1[CH2:31][CH2:30][CH2:29][CH2:28][NH:27]1, predict the reaction product. The product is: [Cl:14][C:15]1[N:19]2[CH:20]=[CH:21][CH:22]=[C:23]([CH3:24])[C:18]2=[N:17][C:16]=1[CH2:25][C@@H:26]1[CH2:31][CH2:30][CH2:29][CH2:28][N:27]1[C:11]([C:5]1[C:4]([O:3][CH2:1][CH3:2])=[CH:9][CH:8]=[C:7]([CH3:10])[N:6]=1)=[O:13].[ClH:14].[Cl:14][C:15]1[N:19]2[CH:20]=[CH:21][CH:22]=[C:23]([CH3:24])[C:18]2=[N:17][C:16]=1[CH2:25][C@@H:26]1[CH2:31][CH2:30][CH2:29][CH2:28][N:27]1[C:11]([C:5]1[C:4]([O:3][CH2:1][CH3:2])=[CH:9][CH:8]=[C:7]([CH3:10])[N:6]=1)=[O:12].